Dataset: Forward reaction prediction with 1.9M reactions from USPTO patents (1976-2016). Task: Predict the product of the given reaction. (1) The product is: [Br:1][C:2]1[CH:7]=[CH:6][C:5]([C:8](=[O:10])[CH3:9])=[CH:4][C:3]=1[O:11][CH2:13][CH:14]1[CH2:16][CH2:15]1. Given the reactants [Br:1][C:2]1[CH:7]=[CH:6][C:5]([C:8](=[O:10])[CH3:9])=[CH:4][C:3]=1[OH:11].Br[CH2:13][CH:14]1[CH2:16][CH2:15]1.C(=O)([O-])[O-].[K+].[K+], predict the reaction product. (2) Given the reactants [Cl:1][C:2]1[C:3]([CH2:51][C:52]2[CH:57]=[CH:56][C:55]([CH2:58][CH3:59])=[CH:54][CH:53]=2)=[CH:4][C:5]([CH:12]2[C@H:17]([O:18]CC3C=CC=CC=3)[C@@H:16]([O:26]CC3C=CC=CC=3)[C@H:15]([O:34]CC3C=CC=CC=3)[C@@H:14]([CH2:42][O:43]CC3C=CC=CC=3)[O:13]2)=[C:6]2[C:11]=1[O:10][CH2:9][CH:8]=[CH:7]2, predict the reaction product. The product is: [Cl:1][C:2]1[C:3]([CH2:51][C:52]2[CH:53]=[CH:54][C:55]([CH2:58][CH3:59])=[CH:56][CH:57]=2)=[CH:4][C:5]([C@H:12]2[C@H:17]([OH:18])[C@@H:16]([OH:26])[C@H:15]([OH:34])[C@@H:14]([CH2:42][OH:43])[O:13]2)=[C:6]2[C:11]=1[O:10][CH2:9][CH2:8][CH2:7]2. (3) Given the reactants [NH2:1][C:2]1[C:7]2[CH:8]=[CH:9][N:10]([CH2:11][C:12]([N:14]([CH2:17][CH3:18])[CH2:15][CH3:16])=[O:13])[C:6]=2[CH:5]=[CH:4][N:3]=1.[H-].[Na+].Cl[C:22]1[S:23][C:24]([C:27]#[N:28])=[CH:25][N:26]=1, predict the reaction product. The product is: [C:27]([C:24]1[S:23][C:22]([NH:1][C:2]2[C:7]3[CH:8]=[CH:9][N:10]([CH2:11][C:12]([N:14]([CH2:17][CH3:18])[CH2:15][CH3:16])=[O:13])[C:6]=3[CH:5]=[CH:4][N:3]=2)=[N:26][CH:25]=1)#[N:28].